Dataset: Reaction yield outcomes from USPTO patents with 853,638 reactions. Task: Predict the reaction yield, written as a fraction of the theoretical maximum amount of product (1.0 means a 100% yield; for example, 0.34 means a 34% yield). The reactants are [C:1]([C:3]1[CH:4]=[CH:5][C:6]([C:9]([N:11]([CH:21]2[CH2:23][CH2:22]2)[C:12]2[CH:17]=[CH:16][N:15]3[N:18]=[CH:19][CH:20]=[C:14]3[CH:13]=2)=[O:10])=[N:7][CH:8]=1)#[N:2].C1C(=O)N([Br:31])C(=O)C1. The catalyst is C(OCC)(=O)C. The product is [Br:31][C:20]1[CH:19]=[N:18][N:15]2[CH:16]=[CH:17][C:12]([N:11]([CH:21]3[CH2:23][CH2:22]3)[C:9](=[O:10])[C:6]3[CH:5]=[CH:4][C:3]([C:1]#[N:2])=[CH:8][N:7]=3)=[CH:13][C:14]=12. The yield is 0.560.